From a dataset of Peptide-MHC class II binding affinity with 134,281 pairs from IEDB. Regression. Given a peptide amino acid sequence and an MHC pseudo amino acid sequence, predict their binding affinity value. This is MHC class II binding data. The peptide sequence is GELQPVDKIDAAFKI. The MHC is DRB1_1201 with pseudo-sequence DRB1_1201. The binding affinity (normalized) is 0.235.